Dataset: Full USPTO retrosynthesis dataset with 1.9M reactions from patents (1976-2016). Task: Predict the reactants needed to synthesize the given product. (1) Given the product [CH3:1][O:2][C:3]1[CH:10]=[CH:9][C:6]([CH2:7][NH:17][C:14]2[CH:15]=[CH:16][N:11]=[CH:12][N:13]=2)=[CH:5][CH:4]=1, predict the reactants needed to synthesize it. The reactants are: [CH3:1][O:2][C:3]1[CH:10]=[CH:9][C:6]([CH:7]=O)=[CH:5][CH:4]=1.[N:11]1[CH:16]=[CH:15][C:14]([NH2:17])=[N:13][CH:12]=1.[BH-](OC(C)=O)(OC(C)=O)OC(C)=O.[Na+]. (2) Given the product [N:1]1([C:11]2[C:20]3[C:15](=[CH:16][CH:17]=[C:18]([C:21]4[CH:22]=[C:23]5[CH:29]=[CH:28][N:27]([Si:47]([CH:54]([CH3:56])[CH3:55])([CH:51]([CH3:53])[CH3:52])[CH:48]([CH3:50])[CH3:49])[C:24]5=[N:25][CH:26]=4)[CH:19]=3)[N:14]=[CH:13][N:12]=2)[C:10]2[C:5](=[CH:6][CH:7]=[CH:8][CH:9]=2)[CH2:4][CH2:3][CH2:2]1, predict the reactants needed to synthesize it. The reactants are: [N:1]1([C:11]2[C:20]3[C:15](=[CH:16][CH:17]=[C:18]([C:21]4[CH:22]=[C:23]5[CH:29]=[CH:28][NH:27][C:24]5=[N:25][CH:26]=4)[CH:19]=3)[N:14]=[CH:13][N:12]=2)[C:10]2[C:5](=[CH:6][CH:7]=[CH:8][CH:9]=2)[CH2:4][CH2:3][CH2:2]1.CC1(C)C(C)(C)OB(C2C=C3C=CN([Si:47]([CH:54]([CH3:56])[CH3:55])([CH:51]([CH3:53])[CH3:52])[CH:48]([CH3:50])[CH3:49])C3=NC=2)O1.C(=O)([O-])O.[Na+]. (3) Given the product [CH3:1][N:2]1[C:10]2[C:5](=[CH:6][CH:7]=[CH:8][CH:9]=2)[C:4]([C:37]2[CH:38]=[CH:33][N:34]=[C:35]([NH:39][CH:40]3[CH2:45][C:44]([CH3:47])([CH3:46])[NH:43][C:42]([CH3:49])([CH3:48])[CH2:41]3)[N:36]=2)=[CH:3]1, predict the reactants needed to synthesize it. The reactants are: [CH3:1][N:2]1[C:10]2[C:5](=[CH:6][CH:7]=[CH:8][CH:9]=2)[CH:4]=[CH:3]1.BrN1C(=O)CCC1=O.C(OB(OCC)OCC)C.B(O)O.Cl[C:33]1[CH:38]=[CH:37][N:36]=[C:35]([NH:39][CH:40]2[CH2:45][C:44]([CH3:47])([CH3:46])[NH:43][C:42]([CH3:49])([CH3:48])[CH2:41]2)[N:34]=1. (4) The reactants are: [C:1]([O:5][C:6]([N:8]1[CH2:13][CH2:12][N:11]2[C:14]([CH2:18][CH3:19])=[N:15][C:16](I)=[C:10]2[CH:9]1[CH2:20][CH2:21][C:22]1[CH:27]=[C:26]([F:28])[C:25]([Cl:29])=[C:24]([F:30])[CH:23]=1)=[O:7])([CH3:4])([CH3:3])[CH3:2].C([Mg]Br)C.II. Given the product [C:1]([O:5][C:6]([N:8]1[CH2:13][CH2:12][N:11]2[C:14]([CH2:18][CH3:19])=[N:15][CH:16]=[C:10]2[CH:9]1[CH2:20][CH2:21][C:22]1[CH:23]=[C:24]([F:30])[C:25]([Cl:29])=[C:26]([F:28])[CH:27]=1)=[O:7])([CH3:2])([CH3:3])[CH3:4], predict the reactants needed to synthesize it. (5) Given the product [Cl:29][C:30]1[CH:38]=[CH:37][C:33]([C:34]([N:10]([CH2:11][C:12]2[CH:13]=[CH:14][C:15]([C:16]([O:18][CH3:19])=[O:17])=[CH:20][CH:21]=2)[C@H:7]([C:1]2[CH:2]=[CH:3][CH:4]=[CH:5][CH:6]=2)[CH2:8][CH3:9])=[O:35])=[CH:32][CH:31]=1, predict the reactants needed to synthesize it. The reactants are: [C:1]1([C@@H:7]([NH:10][CH2:11][C:12]2[CH:21]=[CH:20][C:15]([C:16]([O:18][CH3:19])=[O:17])=[CH:14][CH:13]=2)[CH2:8][CH3:9])[CH:6]=[CH:5][CH:4]=[CH:3][CH:2]=1.C(N(CC)CC)C.[Cl:29][C:30]1[CH:38]=[CH:37][C:33]([C:34](Cl)=[O:35])=[CH:32][CH:31]=1. (6) Given the product [Cl:1][C:2]1[CH:7]=[CH:6][C:5]([S:8]([NH:11][C:15]2[C:16]([C:22](=[O:32])[C:23]3[CH:28]=[CH:27][CH:26]=[CH:25][C:24]=3[N+:29]([O-:31])=[O:30])=[N:17][CH:18]=[C:19]([Cl:21])[CH:20]=2)(=[O:9])=[O:10])=[CH:4][C:3]=1[C:33]([F:36])([F:34])[F:35], predict the reactants needed to synthesize it. The reactants are: [Cl:1][C:2]1[CH:7]=[CH:6][C:5]([S:8]([N:11]([C:15]2[C:16]([C:22](=[O:32])[C:23]3[CH:28]=[CH:27][CH:26]=[CH:25][C:24]=3[N+:29]([O-:31])=[O:30])=[N:17][CH:18]=[C:19]([Cl:21])[CH:20]=2)COC)(=[O:10])=[O:9])=[CH:4][C:3]=1[C:33]([F:36])([F:35])[F:34].O.